This data is from Reaction yield outcomes from USPTO patents with 853,638 reactions. The task is: Predict the reaction yield, written as a fraction of the theoretical maximum amount of product (1.0 means a 100% yield; for example, 0.34 means a 34% yield). (1) The reactants are Br[C:2]1[CH:8]=[CH:7][C:5]([NH2:6])=[C:4]([O:9][CH3:10])[CH:3]=1.[NH:11]1[CH:15]=[N:14][CH:13]=[N:12]1.C([O-])([O-])=O.[Cs+].[Cs+]. The catalyst is CN(C=O)C.C(OCC)(=O)C.[Cu]I. The product is [CH3:10][O:9][C:4]1[CH:3]=[C:2]([N:11]2[CH:15]=[N:14][CH:13]=[N:12]2)[CH:8]=[CH:7][C:5]=1[NH2:6]. The yield is 0.470. (2) The reactants are B(C1C=CC(CCCC(O)=O)=CC=1)(O)O.CC1(C)C[O:21][B:20]([C:23]2[CH:28]=[CH:27][C:26]([CH2:29][CH2:30][CH2:31][CH2:32][C:33]([OH:35])=[O:34])=[CH:25][CH:24]=2)[O:19]C1.[OH-].[Na+]. No catalyst specified. The product is [B:20]([C:23]1[CH:24]=[CH:25][C:26]([CH2:29][CH2:30][CH2:31][CH2:32][C:33]([OH:35])=[O:34])=[CH:27][CH:28]=1)([OH:21])[OH:19]. The yield is 0.760.